From a dataset of Full USPTO retrosynthesis dataset with 1.9M reactions from patents (1976-2016). Predict the reactants needed to synthesize the given product. (1) Given the product [CH3:36][O:37][C:38]1[CH:39]=[C:40]([CH:41]=[CH:6][CH2:5][C:2]([OH:4])=[O:3])[CH:43]=[C:44]([O:46][CH3:47])[CH:45]=1, predict the reactants needed to synthesize it. The reactants are: [Br-].[C:2]([CH2:5][CH2:6][P+](C1C=CC=CC=1)(C1C=CC=CC=1)C1C=CC=CC=1)([OH:4])=[O:3].C[Si]([N-][Si](C)(C)C)(C)C.[Na+].[CH3:36][O:37][C:38]1[CH:39]=[C:40]([CH:43]=[C:44]([O:46][CH3:47])[CH:45]=1)[CH:41]=O. (2) Given the product [ClH:45].[ClH:48].[N:23]1[CH:24]=[CH:25][CH:26]=[CH:27][C:22]=1[NH:21][C:20]([C:19]1[N:18]=[C:17]([C:29]([F:30])([F:31])[F:32])[N:14]2[CH2:15][CH2:16][N:11]([C:10](=[O:33])[CH2:9][C@H:8]([NH2:7])[CH2:34][C:35]3[CH:40]=[C:39]([F:41])[C:38]([F:42])=[CH:37][C:36]=3[F:43])[CH2:12][C:13]=12)=[O:28], predict the reactants needed to synthesize it. The reactants are: C(OC(=O)[NH:7][C@H:8]([CH2:34][C:35]1[CH:40]=[C:39]([F:41])[C:38]([F:42])=[CH:37][C:36]=1[F:43])[CH2:9][C:10](=[O:33])[N:11]1[CH2:16][CH2:15][N:14]2[C:17]([C:29]([F:32])([F:31])[F:30])=[N:18][C:19]([C:20](=[O:28])[NH:21][C:22]3[CH:27]=[CH:26][CH:25]=[CH:24][N:23]=3)=[C:13]2[CH2:12]1)(C)(C)C.[Cl:45]CCl.[ClH:48].